Dataset: Forward reaction prediction with 1.9M reactions from USPTO patents (1976-2016). Task: Predict the product of the given reaction. (1) Given the reactants [NH2:1][C@H:2]1[CH2:6][CH2:5][N:4]([C:7]2[CH:8]=[C:9]3[C:14](=[CH:15][C:16]=2[F:17])[CH2:13][N:12]([C:18]([O:20][C:21]([CH3:24])([CH3:23])[CH3:22])=[O:19])[CH2:11][CH2:10]3)[C:3]1=[O:25].[Cl:26][C:27]1[S:31][C:30](/[CH:32]=[CH:33]/[S:34](Cl)(=[O:36])=[O:35])=[CH:29][CH:28]=1, predict the reaction product. The product is: [Cl:26][C:27]1[S:31][C:30](/[CH:32]=[CH:33]/[S:34]([NH:1][C@H:2]2[CH2:6][CH2:5][N:4]([C:7]3[CH:8]=[C:9]4[C:14](=[CH:15][C:16]=3[F:17])[CH2:13][N:12]([C:18]([O:20][C:21]([CH3:22])([CH3:24])[CH3:23])=[O:19])[CH2:11][CH2:10]4)[C:3]2=[O:25])(=[O:36])=[O:35])=[CH:29][CH:28]=1. (2) Given the reactants [NH:1]1[CH2:5][CH2:4][CH2:3][CH2:2]1.Br[C:7]1[CH:12]=[CH:11][C:10]([S:13]([N:16]2[CH2:25][CH2:24][C:23]3[C@:18]([CH2:36][O:37][CH2:38][CH:39]4[CH2:41][CH2:40]4)([CH2:19][C:20]4[CH:28]=[N:27][N:26]([C:29]5[CH:34]=[CH:33][C:32]([F:35])=[CH:31][CH:30]=5)[C:21]=4[CH:22]=3)[CH2:17]2)(=[O:15])=[O:14])=[CH:9][CH:8]=1, predict the reaction product. The product is: [CH:39]1([CH2:38][O:37][CH2:36][C@@:18]23[CH2:17][N:16]([S:13]([C:10]4[CH:11]=[CH:12][C:7]([N:1]5[CH2:5][CH2:4][CH2:3][CH2:2]5)=[CH:8][CH:9]=4)(=[O:14])=[O:15])[CH2:25][CH2:24][C:23]2=[CH:22][C:21]2[N:26]([C:29]4[CH:34]=[CH:33][C:32]([F:35])=[CH:31][CH:30]=4)[N:27]=[CH:28][C:20]=2[CH2:19]3)[CH2:41][CH2:40]1.